Dataset: TCR-epitope binding with 47,182 pairs between 192 epitopes and 23,139 TCRs. Task: Binary Classification. Given a T-cell receptor sequence (or CDR3 region) and an epitope sequence, predict whether binding occurs between them. (1) The TCR CDR3 sequence is CASTQDHGADTQYF. The epitope is NLDSKVGGNY. Result: 1 (the TCR binds to the epitope). (2) The TCR CDR3 sequence is CASSQEEDRSLYNSPLHF. Result: 0 (the TCR does not bind to the epitope). The epitope is NLVPMVATV. (3) The epitope is RPPIFIRRL. The TCR CDR3 sequence is CASSLDSRGVYNEQFF. Result: 0 (the TCR does not bind to the epitope).